This data is from Peptide-MHC class II binding affinity with 134,281 pairs from IEDB. The task is: Regression. Given a peptide amino acid sequence and an MHC pseudo amino acid sequence, predict their binding affinity value. This is MHC class II binding data. The peptide sequence is LIGPTPVNIIGRNLLTQIGC. The MHC is DRB1_0301 with pseudo-sequence DRB1_0301. The binding affinity (normalized) is 0.0446.